This data is from Catalyst prediction with 721,799 reactions and 888 catalyst types from USPTO. The task is: Predict which catalyst facilitates the given reaction. Reactant: [CH:1]([C:3]1[CH:4]=[C:5](/[CH:9]=[CH:10]/[C:11]([O:13][CH3:14])=[O:12])[N:6]([CH3:8])[CH:7]=1)=O.[C:15]12([NH2:25])[CH2:24][CH:19]3[CH2:20][CH:21]([CH2:23][CH:17]([CH2:18]3)[CH2:16]1)[CH2:22]2.[BH4-].[Na+].O. Product: [C:15]12([NH:25][CH2:1][C:3]3[CH:4]=[C:5](/[CH:9]=[CH:10]/[C:11]([O:13][CH3:14])=[O:12])[N:6]([CH3:8])[CH:7]=3)[CH2:22][CH:21]3[CH2:20][CH:19]([CH2:18][CH:17]([CH2:23]3)[CH2:16]1)[CH2:24]2. The catalyst class is: 5.